From a dataset of Full USPTO retrosynthesis dataset with 1.9M reactions from patents (1976-2016). Predict the reactants needed to synthesize the given product. (1) Given the product [O:60]=[C:59]([N:61]1[CH2:62][CH2:63][CH:64]([O:67][C:68]2[CH:73]=[CH:72][CH:71]=[C:70]([C:74]([F:77])([F:75])[F:76])[CH:69]=2)[CH2:65][CH2:66]1)[CH2:58][NH:57][C:23]([C:21]1[N:20]=[N:19][N:18]([C:13]2[CH:14]=[CH:15][CH:16]=[CH:17][C:12]=2[C:10]#[N:11])[CH:22]=1)=[O:25], predict the reactants needed to synthesize it. The reactants are: CCN(C(C)C)C(C)C.[C:10]([C:12]1[CH:17]=[CH:16][CH:15]=[CH:14][C:13]=1[N:18]1[CH:22]=[C:21]([C:23]([OH:25])=O)[N:20]=[N:19]1)#[N:11].NC1C=CC=CC=1C#N.C1C=CC2N(O)N=NC=2C=1.CCN=C=NCCCN(C)C.Cl.[NH2:57][CH2:58][C:59]([N:61]1[CH2:66][CH2:65][CH:64]([O:67][C:68]2[CH:73]=[CH:72][CH:71]=[C:70]([C:74]([F:77])([F:76])[F:75])[CH:69]=2)[CH2:63][CH2:62]1)=[O:60]. (2) Given the product [Cl:31][C:26]1[CH:25]=[C:24]([C:23]2[N:19]([C:14]3[CH:15]=[CH:16][CH:17]=[C:12]([Cl:11])[CH:13]=3)[N:20]=[C:21]([C:32]([O:34][CH2:35][CH3:36])=[O:33])[CH:22]=2)[CH:29]=[C:28]([F:30])[CH:27]=1, predict the reactants needed to synthesize it. The reactants are: Cl.ClC1C=C(NN)C=CC=1.[Cl:11][C:12]1[CH:13]=[C:14]([N:19]2[C:23]([C:24]3[CH:29]=[C:28]([F:30])[CH:27]=[C:26]([Cl:31])[CH:25]=3)=[CH:22][C:21]([C:32]([O:34][CH2:35][CH3:36])=[O:33])=[N:20]2)[CH:15]=[CH:16][C:17]=1F. (3) Given the product [CH2:7]([N:14]1[CH2:34][CH2:33][C:18]2=[C:19]([CH:26]([OH:32])[CH2:27][OH:28])[C:20]3[CH:21]=[CH:22][CH:23]=[CH:24][C:25]=3[N:17]2[CH2:16][CH2:15]1)[C:8]1[CH:9]=[CH:10][CH:11]=[CH:12][CH:13]=1, predict the reactants needed to synthesize it. The reactants are: [H-].[H-].[H-].[H-].[Li+].[Al+3].[CH2:7]([N:14]1[CH2:34][CH2:33][C:18]2=[C:19]([C:26](=[O:32])[C:27](OCC)=[O:28])[C:20]3[CH:21]=[CH:22][CH:23]=[CH:24][C:25]=3[N:17]2[CH2:16][CH2:15]1)[C:8]1[CH:13]=[CH:12][CH:11]=[CH:10][CH:9]=1. (4) The reactants are: [CH2:1]([O:8][CH:9]1[CH2:14][CH2:13][C:12]([O:17][CH3:18])([C:15]#[N:16])[CH2:11][CH2:10]1)[C:2]1[CH:7]=[CH:6][CH:5]=[CH:4][CH:3]=1.[CH2:19]([Mg]Br)[CH3:20].C(O)C. Given the product [CH2:1]([O:8][CH:9]1[CH2:14][CH2:13][C:12]([CH:15]([NH2:16])[CH2:19][CH3:20])([O:17][CH3:18])[CH2:11][CH2:10]1)[C:2]1[CH:3]=[CH:4][CH:5]=[CH:6][CH:7]=1, predict the reactants needed to synthesize it. (5) Given the product [Br:26][C:8]1[C:9]2[C:14]([NH:15][CH2:16][CH2:17][CH2:18][CH2:19][CH2:20][C:21]([O:23][CH3:24])=[O:22])=[N:13][CH:12]=[N:11][C:10]=2[O:25][C:7]=1[C:1]1[CH:2]=[CH:3][CH:4]=[CH:5][CH:6]=1, predict the reactants needed to synthesize it. The reactants are: [C:1]1([C:7]2[O:25][C:10]3[N:11]=[CH:12][N:13]=[C:14]([NH:15][CH2:16][CH2:17][CH2:18][CH2:19][CH2:20][C:21]([O:23][CH3:24])=[O:22])[C:9]=3[CH:8]=2)[CH:6]=[CH:5][CH:4]=[CH:3][CH:2]=1.[Br:26]N1C(=O)CCC1=O. (6) Given the product [OH:44][C:43]1[CH:51]=[CH:52][C:40]([CH2:39][N:38]([CH2:11][C:12]2[CH:20]=[CH:19][C:15]([C:16]([NH:9][CH2:1][CH2:2][CH2:3][CH2:4][CH2:5][CH2:6][CH2:7][CH3:8])=[O:17])=[CH:14][CH:13]=2)[C:27](=[O:28])[C:26]2[CH:30]=[CH:31][C:23]([C:22]([F:33])([F:32])[F:21])=[CH:24][CH:25]=2)=[CH:41][C:42]=1[C:47]([OH:48])=[O:46], predict the reactants needed to synthesize it. The reactants are: [CH2:1]([NH2:9])[CH2:2][CH2:3][CH2:4][CH2:5][CH2:6][CH2:7][CH3:8].Cl[CH2:11][C:12]1[CH:20]=[CH:19][C:15]([C:16](Cl)=[O:17])=[CH:14][CH:13]=1.[F:21][C:22]([F:33])([F:32])[C:23]1[CH:31]=[CH:30][C:26]([C:27](Cl)=[O:28])=[CH:25][CH:24]=1.C(O)(=O)C.[NH2:38][CH2:39][C:40]1[CH:52]=[CH:51][C:43]2[O:44]C(C)(C)[O:46][C:47](=[O:48])[C:42]=2[CH:41]=1. (7) The reactants are: [CH2:1]1[C:4]2([CH2:8][CH2:7][NH:6][CH2:5]2)[CH2:3][N:2]1[C:9]([O:11][C:12]([CH3:15])([CH3:14])[CH3:13])=[O:10].CCN(CC)CC.Cl[C:24]([O:26][CH3:27])=[O:25]. Given the product [CH2:1]1[C:4]2([CH2:8][CH2:7][N:6]([C:24]([O:26][CH3:27])=[O:25])[CH2:5]2)[CH2:3][N:2]1[C:9]([O:11][C:12]([CH3:15])([CH3:14])[CH3:13])=[O:10], predict the reactants needed to synthesize it.